Predict which catalyst facilitates the given reaction. From a dataset of Catalyst prediction with 721,799 reactions and 888 catalyst types from USPTO. (1) Reactant: [H-].[Na+].[O:3]1[CH2:7][CH2:6][NH:5][C:4]1=[O:8].Br[CH2:10][C:11]1[CH:16]=[CH:15][C:14]([N+:17]([O-:19])=[O:18])=[CH:13][C:12]=1[F:20].O. Product: [F:20][C:12]1[CH:13]=[C:14]([N+:17]([O-:19])=[O:18])[CH:15]=[CH:16][C:11]=1[CH2:10][N:5]1[CH2:6][CH2:7][O:3][C:4]1=[O:8]. The catalyst class is: 118. (2) Reactant: [Br:1][C:2]1[C:3]([CH3:9])=[CH:4][C:5](=[O:8])[NH:6][CH:7]=1.IC.[C:12](=O)([O-])[O-].[K+].[K+]. Product: [Br:1][C:2]1[C:3]([CH3:9])=[CH:4][C:5](=[O:8])[N:6]([CH3:12])[CH:7]=1. The catalyst class is: 16. (3) Reactant: [Cl:1][C:2]1[CH:7]=[C:6]([C:8]([F:11])([F:10])[F:9])[CH:5]=[CH:4][C:3]=1F.[OH:13][C:14]1[CH:19]=[CH:18][C:17]([B:20]([OH:22])[OH:21])=[CH:16][CH:15]=1.C(=O)([O-])[O-].[K+].[K+].Cl. Product: [Cl:1][C:2]1[CH:7]=[C:6]([C:8]([F:11])([F:10])[F:9])[CH:5]=[CH:4][C:3]=1[O:13][C:14]1[CH:19]=[CH:18][C:17]([B:20]([OH:22])[OH:21])=[CH:16][CH:15]=1. The catalyst class is: 16. (4) Reactant: [CH2:1]([O:8][C:9]([N:11]1[CH2:16][CH2:15][CH:14]([N:17]2[C:25]3[C:20](=[CH:21][CH:22]=[C:23]([C:26]([OH:28])=O)[CH:24]=3)[CH:19]=[CH:18]2)[CH2:13][CH2:12]1)=[O:10])[C:2]1[CH:7]=[CH:6][CH:5]=[CH:4][CH:3]=1.[C:29](N1C=CN=C1)([N:31]1C=CN=C1)=O.CN. Product: [CH3:29][NH:31][C:26]([C:23]1[CH:24]=[C:25]2[C:20]([CH:19]=[CH:18][N:17]2[CH:14]2[CH2:13][CH2:12][N:11]([C:9]([O:8][CH2:1][C:2]3[CH:3]=[CH:4][CH:5]=[CH:6][CH:7]=3)=[O:10])[CH2:16][CH2:15]2)=[CH:21][CH:22]=1)=[O:28]. The catalyst class is: 7. (5) The catalyst class is: 4. Reactant: CC(C)(OC([NH:7][C@H:8]([C:28]([N:30]1[CH2:35][CH2:34][CH:33]([CH2:36][CH3:37])[CH2:32][CH2:31]1)=[O:29])[CH2:9][CH2:10][CH2:11][CH:12]1[CH2:17][CH2:16][N:15]([C:18]([O:20][CH2:21][C:22]2[CH:27]=[CH:26][CH:25]=[CH:24][CH:23]=2)=[O:19])[CH2:14][CH2:13]1)=O)C.[ClH:39]. Product: [ClH:39].[NH2:7][C@H:8]([C:28]([N:30]1[CH2:35][CH2:34][CH:33]([CH2:36][CH3:37])[CH2:32][CH2:31]1)=[O:29])[CH2:9][CH2:10][CH2:11][CH:12]1[CH2:17][CH2:16][N:15]([C:18]([O:20][CH2:21][C:22]2[CH:23]=[CH:24][CH:25]=[CH:26][CH:27]=2)=[O:19])[CH2:14][CH2:13]1.